Dataset: Full USPTO retrosynthesis dataset with 1.9M reactions from patents (1976-2016). Task: Predict the reactants needed to synthesize the given product. (1) The reactants are: [CH3:1][C@H:2]1[CH2:7][CH2:6][CH2:5][CH2:4][NH:3]1.CN(C)C=O.F[C:14]1[CH:19]=[CH:18][C:17]([C:20]([F:23])([F:22])[F:21])=[CH:16][C:15]=1[N+:24]([O-:26])=[O:25]. Given the product [N+:24]([C:15]1[CH:16]=[C:17]([C:20]([F:21])([F:22])[F:23])[CH:18]=[CH:19][C:14]=1[N:3]1[CH2:4][CH2:5][CH2:6][CH2:7][C@@H:2]1[CH3:1])([O-:26])=[O:25], predict the reactants needed to synthesize it. (2) Given the product [C:1]([OH:20])(=[O:9])[CH2:2][CH2:3][CH2:4][CH2:5][CH2:6][CH2:7][CH3:8], predict the reactants needed to synthesize it. The reactants are: [CH2:1]([OH:9])[CH2:2][CH2:3][CH2:4][CH2:5][CH2:6][CH2:7][CH3:8].OO.C(=[O:20])CCCCCCC. (3) Given the product [Cl:1][C:2]1[CH:3]=[C:4]([C:9]2([OH:21])[CH2:13][CH2:12][NH:11][CH2:10]2)[CH:5]=[C:6]([Cl:8])[CH:7]=1, predict the reactants needed to synthesize it. The reactants are: [Cl:1][C:2]1[CH:3]=[C:4]([C:9]2([OH:21])[CH2:13][CH2:12][N:11](C(OC(C)(C)C)=O)[CH2:10]2)[CH:5]=[C:6]([Cl:8])[CH:7]=1.FC(F)(F)C(O)=O.